Dataset: Catalyst prediction with 721,799 reactions and 888 catalyst types from USPTO. Task: Predict which catalyst facilitates the given reaction. (1) Reactant: CS(O[CH2:6][CH2:7][C:8]1[CH:9]=[C:10]([NH:21][C:22](=[O:31])[O:23][CH2:24][C:25]2[CH:30]=[CH:29][CH:28]=[CH:27][CH:26]=2)[CH:11]=[CH:12][C:13]=1[CH2:14][CH2:15]OS(C)(=O)=O)(=O)=O.[S-2:32].[Na+].[Na+]. Product: [CH2:14]1[C:13]2[CH:12]=[CH:11][C:10]([NH:21][C:22](=[O:31])[O:23][CH2:24][C:25]3[CH:30]=[CH:29][CH:28]=[CH:27][CH:26]=3)=[CH:9][C:8]=2[CH2:7][CH2:6][S:32][CH2:15]1. The catalyst class is: 16. (2) Reactant: [Br:1][C:2]1[C:7]([OH:8])=[CH:6][CH:5]=[CH:4][N:3]=1.C(=O)([O-])[O-].[K+].[K+].[I:15]I.S(S([O-])=O)([O-])(=O)=O.[Na+].[Na+].Cl. Product: [Br:1][C:2]1[C:7]([OH:8])=[CH:6][CH:5]=[C:4]([I:15])[N:3]=1. The catalyst class is: 6. (3) Reactant: [C:1]([C:3]1[C:4]([N:15]2[CH2:20][CH2:19][N:18]([C:21]([O:23][C:24]([CH3:27])([CH3:26])[CH3:25])=[O:22])[CH2:17][CH2:16]2)=[N:5][C:6]([CH3:14])=[C:7]([C:9](OCC)=[O:10])[CH:8]=1)#[N:2].C1C=CC2N(O)N=NC=2C=1.CCN=C=NCCCN(C)C.[NH2:49][CH2:50][CH:51]([OH:54])[CH2:52][CH3:53].CCN(C(C)C)C(C)C. Product: [C:1]([C:3]1[C:4]([N:15]2[CH2:20][CH2:19][N:18]([C:21]([O:23][C:24]([CH3:27])([CH3:25])[CH3:26])=[O:22])[CH2:17][CH2:16]2)=[N:5][C:6]([CH3:14])=[C:7]([C:9]([NH:49][CH2:50][CH:51]([OH:54])[CH2:52][CH3:53])=[O:10])[CH:8]=1)#[N:2]. The catalyst class is: 2. (4) Reactant: [Cl:1][C:2]1[CH:3]=[C:4]([CH:9]2[CH2:13][N:12]([C:14]([N:16]3[CH2:21][CH2:20][N:19]([S:22]([CH3:25])(=[O:24])=[O:23])[CH2:18][CH2:17]3)=[O:15])[CH2:11][CH:10]2[C:26]#[N:27])[CH:5]=[CH:6][C:7]=1[Cl:8]. Product: [NH2:27][CH2:26][CH:10]1[CH:9]([C:4]2[CH:5]=[CH:6][C:7]([Cl:8])=[C:2]([Cl:1])[CH:3]=2)[CH2:13][N:12]([C:14]([N:16]2[CH2:21][CH2:20][N:19]([S:22]([CH3:25])(=[O:23])=[O:24])[CH2:18][CH2:17]2)=[O:15])[CH2:11]1. The catalyst class is: 7. (5) Reactant: [CH2:1]([C:3]1[CH:8]=[C:7]([Br:9])[CH:6]=[CH:5][C:4]=1[OH:10])[CH3:2].C1(=O)O[CH2:14][CH2:13][O:12]1.C(=O)([O-])[O-].[K+].[K+].O. Product: [Br:9][C:7]1[CH:6]=[CH:5][C:4]([O:10][CH2:14][CH2:13][OH:12])=[C:3]([CH2:1][CH3:2])[CH:8]=1. The catalyst class is: 37.